From a dataset of Reaction yield outcomes from USPTO patents with 853,638 reactions. Predict the reaction yield, written as a fraction of the theoretical maximum amount of product (1.0 means a 100% yield; for example, 0.34 means a 34% yield). (1) The reactants are [CH:1]([N:5]1[CH:9]=[C:8]([C:10]2[CH:15]=[CH:14][N+:13]([O-])=[CH:12][CH:11]=2)[C:7]([C:17]2[S:18][C:19]([Cl:22])=[CH:20][CH:21]=2)=[N:6]1)([CH2:3][CH3:4])[CH3:2].P(Cl)(Cl)([Cl:25])=O. No catalyst specified. The product is [Cl:25][C:14]1[CH:15]=[C:10]([C:8]2[C:7]([C:17]3[S:18][C:19]([Cl:22])=[CH:20][CH:21]=3)=[N:6][N:5]([CH:1]([CH2:3][CH3:4])[CH3:2])[CH:9]=2)[CH:11]=[CH:12][N:13]=1. The yield is 0.290. (2) The product is [C:1]([NH:24][CH2:25][C:26]([OH:28])=[O:27])(=[O:23])[CH2:2][CH2:3]/[CH:4]=[CH:5]\[CH2:6]/[CH:7]=[CH:8]\[CH2:9]/[CH:10]=[CH:11]\[CH2:12]/[CH:13]=[CH:14]\[CH2:15]/[CH:16]=[CH:17]\[CH2:18]/[CH:19]=[CH:20]\[CH2:21][CH3:22]. The catalyst is C1COCC1. The yield is 0.880. The reactants are [C:1]([NH:24][CH2:25][C:26]([O:28]C)=[O:27])(=[O:23])[CH2:2][CH2:3]/[CH:4]=[CH:5]\[CH2:6]/[CH:7]=[CH:8]\[CH2:9]/[CH:10]=[CH:11]\[CH2:12]/[CH:13]=[CH:14]\[CH2:15]/[CH:16]=[CH:17]\[CH2:18]/[CH:19]=[CH:20]\[CH2:21][CH3:22].[OH-].[Na+].Cl. (3) The reactants are [CH3:1][C:2]([O:41][CH2:42][C@H:43]1[CH2:45][O:44]1)([CH3:40])[CH2:3][N:4]1[CH:8]=[CH:7][C:6]([NH:9][C:10]([CH:12]2[CH:16]([C:17]3[CH:22]=[CH:21][CH:20]=[C:19]([Cl:23])[C:18]=3[F:24])[C:15]([C:27]3[CH:32]=[CH:31][C:30]([Cl:33])=[CH:29][C:28]=3[F:34])([C:25]#[N:26])[CH:14]([CH2:35][C:36]([CH3:39])([CH3:38])[CH3:37])[NH:13]2)=[O:11])=[N:5]1.C(O)(C)C.[OH-].[NH4+:51]. The catalyst is C(Cl)Cl. The product is [NH2:51][CH2:45][C@@H:43]([OH:44])[CH2:42][O:41][C:2]([CH3:1])([CH3:40])[CH2:3][N:4]1[CH:8]=[CH:7][C:6]([NH:9][C:10]([CH:12]2[CH:16]([C:17]3[CH:22]=[CH:21][CH:20]=[C:19]([Cl:23])[C:18]=3[F:24])[C:15]([C:27]3[CH:32]=[CH:31][C:30]([Cl:33])=[CH:29][C:28]=3[F:34])([C:25]#[N:26])[CH:14]([CH2:35][C:36]([CH3:38])([CH3:39])[CH3:37])[NH:13]2)=[O:11])=[N:5]1. The yield is 0.260. (4) The reactants are [Cl:1][C:2]1[CH:3]=[C:4]([N:12]([CH2:20][CH3:21])[CH:13]2[CH2:18][CH2:17][N:16]([CH3:19])[CH2:15][CH2:14]2)[C:5]([CH3:11])=[C:6]([CH:10]=1)[C:7]([OH:9])=O.Cl.Cl.[NH2:24][CH2:25][C:26]1[C:27](=[O:37])[NH:28][C:29]([CH3:36])=[CH:30][C:31]=1[C:32]([F:35])([F:34])[F:33].C1CN([P+](ON2N=NC3C=CC=CC2=3)(N2CCCC2)N2CCCC2)CC1.F[P-](F)(F)(F)(F)F.CCN(C(C)C)C(C)C. The catalyst is CS(C)=O. The product is [Cl:1][C:2]1[CH:3]=[C:4]([N:12]([CH2:20][CH3:21])[CH:13]2[CH2:18][CH2:17][N:16]([CH3:19])[CH2:15][CH2:14]2)[C:5]([CH3:11])=[C:6]([CH:10]=1)[C:7]([NH:24][CH2:25][C:26]1[C:27](=[O:37])[NH:28][C:29]([CH3:36])=[CH:30][C:31]=1[C:32]([F:33])([F:34])[F:35])=[O:9]. The yield is 0.420. (5) The reactants are [F:1][C:2]1[CH:7]=[C:6]([C:8]2[CH:17]=[C:16]3[C:11]([CH:12]=[CH:13][CH:14]=[N:15]3)=[CH:10][CH:9]=2)[CH:5]=[CH:4][C:3]=1[N:18]1[C:22](=[O:23])[NH:21][N:20]=[C:19]1[CH2:24][C@@H:25]1[CH2:29][CH2:28][N:27]([C:30](OC(C)(C)C)=[O:31])[CH2:26]1.[CH3:37][C:38]1(C(O)=O)[CH2:40][CH2:39]1.ON1C2C=CC=CC=2N=N1.Cl.CN(C)CCCN=C=NCC.C(N(CC)C(C)C)(C)C. The catalyst is O1CCOCC1. The product is [F:1][C:2]1[CH:7]=[C:6]([C:8]2[CH:17]=[C:16]3[C:11]([CH:12]=[CH:13][CH:14]=[N:15]3)=[CH:10][CH:9]=2)[CH:5]=[CH:4][C:3]=1[N:18]1[C:19]([CH2:24][C@@H:25]2[CH2:29][CH2:28][N:27]([C:30]([C:38]3([CH3:37])[CH2:40][CH2:39]3)=[O:31])[CH2:26]2)=[N:20][NH:21][C:22]1=[O:23]. The yield is 0.590.